Dataset: Peptide-MHC class II binding affinity with 134,281 pairs from IEDB. Task: Regression. Given a peptide amino acid sequence and an MHC pseudo amino acid sequence, predict their binding affinity value. This is MHC class II binding data. (1) The peptide sequence is RYLEFEALGFLNEDH. The MHC is HLA-DQA10103-DQB10603 with pseudo-sequence HLA-DQA10103-DQB10603. The binding affinity (normalized) is 0. (2) The binding affinity (normalized) is 0.219. The MHC is DRB1_0301 with pseudo-sequence DRB1_0301. The peptide sequence is AAFQAAHARFVAAAA. (3) The peptide sequence is AVAANELGMLEKTKE. The MHC is HLA-DQA10201-DQB10303 with pseudo-sequence HLA-DQA10201-DQB10303. The binding affinity (normalized) is 0. (4) The peptide sequence is INAGFKAALAAAAGVPPADKY. The MHC is HLA-DPA10103-DPB10301 with pseudo-sequence HLA-DPA10103-DPB10301. The binding affinity (normalized) is 0.641. (5) The peptide sequence is MASRFMTDPHAMRDM. The MHC is DRB1_1201 with pseudo-sequence DRB1_1201. The binding affinity (normalized) is 0.107. (6) The peptide sequence is MRNVFDDVVPADFKV. The MHC is DRB1_1001 with pseudo-sequence DRB1_1001. The binding affinity (normalized) is 0.394. (7) The peptide sequence is TDDNEEPIAPYHFDLSGHAF. The MHC is DRB1_1302 with pseudo-sequence DRB1_1302. The binding affinity (normalized) is 0.0870.